From a dataset of Forward reaction prediction with 1.9M reactions from USPTO patents (1976-2016). Predict the product of the given reaction. Given the reactants [N:1]1([C:6]2[CH:14]=[CH:13][CH:12]=[CH:11][C:7]=2[C:8]([NH2:10])=[S:9])[CH:5]=[CH:4][CH:3]=[CH:2]1.[Cl-].[CH3:16][N+:17]([CH3:26])=[CH:18][C:19]1[CH:24]=[CH:23][CH:22]=[CH:21][C:20]=1[CH3:25], predict the reaction product. The product is: [CH3:26][N:17]([CH:18]([C:19]1[CH:24]=[CH:23][CH:22]=[CH:21][C:20]=1[CH3:25])[C:5]1[N:1]([C:6]2[CH:14]=[CH:13][CH:12]=[CH:11][C:7]=2[C:8]([NH2:10])=[S:9])[CH:2]=[CH:3][CH:4]=1)[CH3:16].